From a dataset of Forward reaction prediction with 1.9M reactions from USPTO patents (1976-2016). Predict the product of the given reaction. (1) The product is: [F:1][C:2]1[C:7]([C:8]([F:9])([F:11])[F:10])=[CH:6][CH:5]=[CH:4][C:3]=1[CH2:12][C:13]1[N:14]=[C:15]2[S:22][C:21]([CH3:23])=[C:20]([C:24]3[NH:39][N:30]=[CH:32][N:26]=3)[N:16]2[C:17](=[O:19])[CH:18]=1. Given the reactants [F:1][C:2]1[C:7]([C:8]([F:11])([F:10])[F:9])=[CH:6][CH:5]=[CH:4][C:3]=1[CH2:12][C:13]1[N:14]=[C:15]2[S:22][C:21]([CH3:23])=[C:20]([C:24]([NH2:26])=O)[N:16]2[C:17](=[O:19])[CH:18]=1.COC(OC)[N:30]([CH3:32])C.C(O)(=O)C.[NH2:39]N, predict the reaction product. (2) Given the reactants [NH2:1][C:2]1[N:7]=[C:6]([N:8]2[CH2:32][CH2:31][C:11]3([CH2:15][N:14]([C:16]([O:18][CH2:19][C:20]4[CH:25]=[CH:24][CH:23]=[CH:22][CH:21]=4)=[O:17])[C@H:13]([C:26]([O:28][CH2:29][CH3:30])=[O:27])[CH2:12]3)[CH2:10][CH2:9]2)[CH:5]=[C:4]([O:33][CH:34]([C:39]2[CH:44]=[CH:43][C:42](Cl)=[CH:41][C:40]=2[N:46]2[CH:50]=[CH:49][C:48]([CH3:51])=[N:47]2)[C:35]([F:38])([F:37])[F:36])[N:3]=1.C[C:53]([N:55](C)C)=O, predict the reaction product. The product is: [NH2:1][C:2]1[N:7]=[C:6]([N:8]2[CH2:32][CH2:31][C:11]3([CH2:15][N:14]([C:16]([O:18][CH2:19][C:20]4[CH:25]=[CH:24][CH:23]=[CH:22][CH:21]=4)=[O:17])[C@H:13]([C:26]([O:28][CH2:29][CH3:30])=[O:27])[CH2:12]3)[CH2:10][CH2:9]2)[CH:5]=[C:4]([O:33][CH:34]([C:39]2[CH:44]=[CH:43][C:42]([C:53]#[N:55])=[CH:41][C:40]=2[N:46]2[CH:50]=[CH:49][C:48]([CH3:51])=[N:47]2)[C:35]([F:38])([F:37])[F:36])[N:3]=1. (3) Given the reactants [F:1][C:2]1[CH:3]=[CH:4][C:5]2[N:10]([C:11]3[CH:16]=[CH:15][CH:14]=[CH:13][C:12]=3[F:17])[S:9](=[O:19])(=[O:18])[NH:8][CH2:7][C:6]=2[CH:20]=1.C(=O)([O-])[O-].[K+].[K+].Br[CH2:28][CH2:29][C@@H:30]1[O:32][CH2:31]1, predict the reaction product. The product is: [F:1][C:2]1[CH:3]=[CH:4][C:5]2[N:10]([C:11]3[CH:16]=[CH:15][CH:14]=[CH:13][C:12]=3[F:17])[S:9](=[O:19])(=[O:18])[N:8]([CH2:28][CH2:29][C@H:30]3[CH2:31][O:32]3)[CH2:7][C:6]=2[CH:20]=1. (4) Given the reactants [Br:1][C:2]1[CH:3]=[C:4]([CH:8]=[C:9]([OH:11])[CH:10]=1)[C:5](O)=[O:6].[H-].[H-].[H-].[H-].[Li+].[Al+3].Cl, predict the reaction product. The product is: [Br:1][C:2]1[CH:10]=[C:9]([OH:11])[CH:8]=[C:4]([CH2:5][OH:6])[CH:3]=1. (5) Given the reactants FC(F)(F)S(O)(=O)=O.[CH2:9]([N:16]1[C:29](=[O:30])[C:28]2[C:23](=[C:24]3[CH:34]=[CH:33][CH:32]=[CH:31][C:25]3=[CH:26][CH:27]=2)[C:22]2[C:17]1=[CH:18][CH:19]=[C:20]1[CH:38]=[CH:37][CH:36]=[CH:35][C:21]1=2)[C:10]1[CH:15]=[CH:14][CH:13]=[CH:12][CH:11]=1, predict the reaction product. The product is: [CH2:9]([N:16]1[C:29](=[O:30])[C:28]2[C:23]3=[C:24]4[C:34]([C:35]5=[CH:36][CH:37]=[CH:38][C:20]6[C:21]5=[C:22]3[C:17]1=[CH:18][CH:19]=6)=[CH:33][CH:32]=[CH:31][C:25]4=[CH:26][CH:27]=2)[C:10]1[CH:15]=[CH:14][CH:13]=[CH:12][CH:11]=1. (6) Given the reactants [F:1][C:2]1[CH:3]=[CH:4][C:5]([NH:8][NH2:9])=[N:6][CH:7]=1.[CH3:10][N:11]([CH3:20])[C:12]1([C:17](O)=[O:18])[CH2:16][CH2:15][CH2:14][CH2:13]1.C(Cl)CCl.C1C=CC2N(O)N=NC=2C=1, predict the reaction product. The product is: [F:1][C:2]1[CH:3]=[CH:4][C:5]([NH:8][NH:9][C:17]([C:12]2([N:11]([CH3:20])[CH3:10])[CH2:16][CH2:15][CH2:14][CH2:13]2)=[O:18])=[N:6][CH:7]=1.